From a dataset of Catalyst prediction with 721,799 reactions and 888 catalyst types from USPTO. Predict which catalyst facilitates the given reaction. Reactant: [CH3:1][C:2]1[NH:6][N:5]=[C:4]([NH2:7])[CH:3]=1.CCN(C(C)C)C(C)C.Cl[C:18]1[N:23]=[C:22]([S:24]([C:27]2[CH:32]=[CH:31][C:30]([F:33])=[CH:29][CH:28]=2)(=[O:26])=[O:25])[N:21]=[C:20]2[N:34]([CH2:37][CH3:38])[N:35]=[CH:36][C:19]=12.CC(O)=O. Product: [CH2:37]([N:34]1[C:20]2=[N:21][C:22]([S:24]([C:27]3[CH:32]=[CH:31][C:30]([F:33])=[CH:29][CH:28]=3)(=[O:25])=[O:26])=[N:23][C:18]([NH:7][C:4]3[CH:3]=[C:2]([CH3:1])[NH:6][N:5]=3)=[C:19]2[CH:36]=[N:35]1)[CH3:38]. The catalyst class is: 3.